From a dataset of NCI-60 drug combinations with 297,098 pairs across 59 cell lines. Regression. Given two drug SMILES strings and cell line genomic features, predict the synergy score measuring deviation from expected non-interaction effect. Drug 1: CN(CCCl)CCCl.Cl. Drug 2: CC1C(C(CC(O1)OC2CC(CC3=C2C(=C4C(=C3O)C(=O)C5=C(C4=O)C(=CC=C5)OC)O)(C(=O)CO)O)N)O.Cl. Cell line: IGROV1. Synergy scores: CSS=48.0, Synergy_ZIP=-7.36, Synergy_Bliss=-8.00, Synergy_Loewe=-3.07, Synergy_HSA=-1.88.